This data is from Reaction yield outcomes from USPTO patents with 853,638 reactions. The task is: Predict the reaction yield, written as a fraction of the theoretical maximum amount of product (1.0 means a 100% yield; for example, 0.34 means a 34% yield). The reactants are [C:1]([O:4][CH2:5][C@@H:6]1[C@@H:11]([O:12][C:13](=[O:15])[CH3:14])[C@H:10]([O:16][C:17](=[O:19])[CH3:18])[C@@H:9]([O:20][C:21](=[O:23])[CH3:22])[C@H:8]([N:24]2[C:32]3[C:27](=[C:28]([CH3:33])[CH:29]=[CH:30][CH:31]=3)[C:26]([CH2:34][C:35]3[CH:40]=[CH:39][C:38](Br)=[CH:37][CH:36]=3)=[CH:25]2)O1)(=[O:3])[CH3:2].CC1(C)C(C)(C)OB(/[CH:50]=[CH:51]/[CH2:52][CH2:53][N:54]2[CH2:71][CH2:70][CH2:69][C:56]3([CH2:61][CH2:60][N:59]([C:62]([O:64][C:65]([CH3:68])([CH3:67])[CH3:66])=[O:63])[CH2:58][CH2:57]3)[CH2:55]2)O1.C(=O)([O-])[O-].[K+].[K+].[OH2:79]. The catalyst is C1COCC1.CC([O-])=O.CC([O-])=O.[Pd+2].CC(C1C=C(C(C)C)C(C2C=CC=CC=2P(C2CCCCC2)C2CCCCC2)=C(C(C)C)C=1)C. The product is [CH3:33][C:28]1[CH:29]=[CH:30][CH:31]=[C:32]2[C:27]=1[C:26]([CH2:34][C:35]1[CH:40]=[CH:39][C:38](/[CH:50]=[CH:51]/[CH2:52][CH2:53][N:54]3[CH2:55][C:56]4([CH2:57][CH2:58][N:59]([C:62]([O:64][C:65]([CH3:68])([CH3:67])[CH3:66])=[O:63])[CH2:60][CH2:61]4)[CH2:69][CH2:70][CH2:71]3)=[CH:37][CH:36]=1)=[CH:25][N:24]2[C@H:8]1[C@H:9]([O:20][C:21](=[O:23])[CH3:22])[C@@H:10]([O:16][C:17](=[O:19])[CH3:18])[C@H:11]([O:12][C:13](=[O:15])[CH3:14])[C@@H:6]([CH2:5][O:4][C:1](=[O:3])[CH3:2])[O:79]1. The yield is 0.620.